The task is: Predict the product of the given reaction.. This data is from Forward reaction prediction with 1.9M reactions from USPTO patents (1976-2016). (1) Given the reactants Br[C:2]1[CH:3]=[N:4][CH:5]=[C:6]([CH:12]=1)[C:7]([O:9][CH2:10][CH3:11])=[O:8].[CH3:13][CH:14]([C:16]1[CH:21]=[CH:20][C:19](B(O)O)=[CH:18][CH:17]=1)[CH3:15].C(=O)([O-])[O-].[Na+].[Na+], predict the reaction product. The product is: [CH3:13][CH:14]([C:16]1[CH:21]=[CH:20][C:19]([C:2]2[CH:12]=[C:6]([C:7]([O:9][CH2:10][CH3:11])=[O:8])[CH:5]=[N:4][CH:3]=2)=[CH:18][CH:17]=1)[CH3:15]. (2) Given the reactants [Br:1][C:2]1[CH:7]=[CH:6][C:5]([C@H:8]([C@H:16]([OH:23])[C:17]2[CH:22]=[CH:21][CH:20]=[CH:19][CH:18]=2)[CH2:9][NH:10][C:11](=O)OCC)=[CH:4][C:3]=1[Cl:24].Cl.CO.C(O)C, predict the reaction product. The product is: [Br:1][C:2]1[CH:7]=[CH:6][C:5]([C@@H:8]([CH2:9][NH:10][CH3:11])[C@@H:16]([C:17]2[CH:22]=[CH:21][CH:20]=[CH:19][CH:18]=2)[OH:23])=[CH:4][C:3]=1[Cl:24].